From a dataset of Forward reaction prediction with 1.9M reactions from USPTO patents (1976-2016). Predict the product of the given reaction. (1) Given the reactants [N-:1]=[N+:2]=[N-:3].[Na+].Cl[CH2:6][C:7]([O:9][CH3:10])=[O:8].[Cl:11][CH2:12][CH2:13][O:14][C:15]1[CH:16]=[C:17]([CH:20]=[CH:21][C:22]=1[O:23][CH3:24])[CH:18]=O.C[O-].[Na+].CO, predict the reaction product. The product is: [CH3:10][O:9][C:7](=[O:8])[C:6]([N:1]=[N+:2]=[N-:3])=[CH:18][C:17]1[CH:20]=[CH:21][C:22]([O:23][CH3:24])=[C:15]([O:14][CH2:13][CH2:12][Cl:11])[CH:16]=1. (2) Given the reactants [C:1]([O:4][N:5](C(OC(C)(C)C)=O)[C:6]1([CH3:23])[C:10](=[O:11])[N:9]([CH3:12])[N:8]=[C:7]1[C:13]1[CH:18]=[CH:17][C:16]([S:19]([CH3:22])(=[O:21])=[O:20])=[CH:15][CH:14]=1)(=[O:3])[CH3:2].FC(F)(F)C(O)=O, predict the reaction product. The product is: [C:1]([O:4][NH:5][C:6]1([CH3:23])[C:10](=[O:11])[N:9]([CH3:12])[N:8]=[C:7]1[C:13]1[CH:18]=[CH:17][C:16]([S:19]([CH3:22])(=[O:20])=[O:21])=[CH:15][CH:14]=1)(=[O:3])[CH3:2]. (3) Given the reactants [Cl:1][C:2]1[CH:3]=[C:4]([NH:9][C:10]2[C:19]3[C:14](=[CH:15][C:16]([O:21][CH3:22])=[C:17]([OH:20])[CH:18]=3)[N:13]=[CH:12][N:11]=2)[CH:5]=[CH:6][C:7]=1[F:8].[S:23](O[S:23]([C:26]([F:29])([F:28])[F:27])(=[O:25])=[O:24])([C:26]([F:29])([F:28])[F:27])(=[O:25])=[O:24], predict the reaction product. The product is: [F:27][C:26]([F:29])([F:28])[S:23]([O:20][C:17]1[CH:18]=[C:19]2[C:14](=[CH:15][C:16]=1[O:21][CH3:22])[N:13]=[CH:12][N:11]=[C:10]2[NH:9][C:4]1[CH:5]=[CH:6][C:7]([F:8])=[C:2]([Cl:1])[CH:3]=1)(=[O:25])=[O:24]. (4) Given the reactants [C:1]([NH2:9])(=[S:8])[C:2]1[CH:7]=[CH:6][CH:5]=[N:4][CH:3]=1.Br[CH2:11][C:12](=O)[C:13]([O:15][CH2:16][CH3:17])=[O:14], predict the reaction product. The product is: [N:4]1[CH:5]=[CH:6][CH:7]=[C:2]([C:1]2[S:8][CH:11]=[C:12]([C:13]([O:15][CH2:16][CH3:17])=[O:14])[N:9]=2)[CH:3]=1.